Dataset: Forward reaction prediction with 1.9M reactions from USPTO patents (1976-2016). Task: Predict the product of the given reaction. (1) The product is: [CH3:1][O:2][C:3]1[CH:30]=[CH:29][C:6]([CH2:7][NH:8][C:9]([C:11]2([CH2:24][CH2:25][CH2:26][CH2:27][N:37]3[C@H:36]([CH3:38])[CH2:35][N:34]([C:39]4[CH:48]=[CH:47][C:46]5[C:41](=[CH:42][CH:43]=[CH:44][CH:45]=5)[N:40]=4)[CH2:33][C@@H:32]3[CH3:31])[C:23]3[CH:22]=[CH:21][CH:20]=[CH:19][C:18]=3[C:17]3[C:12]2=[CH:13][CH:14]=[CH:15][CH:16]=3)=[O:10])=[CH:5][CH:4]=1. Given the reactants [CH3:1][O:2][C:3]1[CH:30]=[CH:29][C:6]([CH2:7][NH:8][C:9]([C:11]2([CH2:24][CH2:25][CH2:26][CH2:27]Br)[C:23]3[CH:22]=[CH:21][CH:20]=[CH:19][C:18]=3[C:17]3[C:12]2=[CH:13][CH:14]=[CH:15][CH:16]=3)=[O:10])=[CH:5][CH:4]=1.[CH3:31][C@H:32]1[NH:37][C@@H:36]([CH3:38])[CH2:35][N:34]([C:39]2[CH:48]=[CH:47][C:46]3[C:41](=[CH:42][CH:43]=[CH:44][CH:45]=3)[N:40]=2)[CH2:33]1, predict the reaction product. (2) Given the reactants Cl[C:2]1[C:7]([O:8][C:9]2[CH:14]=[CH:13][CH:12]=[CH:11][C:10]=2[O:15][CH3:16])=[C:6]([Cl:17])[N:5]=[C:4]([C:18]2[N:23]=[CH:22][CH:21]=[CH:20][N:19]=2)[N:3]=1.OCCOC1N=CN=C([NH:34][S:35]([CH2:38][CH2:39][C:40]2[CH:45]=[CH:44][CH:43]=[CH:42][CH:41]=2)(=[O:37])=[O:36])C=1C1C=CC(C)=CC=1, predict the reaction product. The product is: [Cl:17][C:6]1[N:5]=[C:4]([C:18]2[N:23]=[CH:22][CH:21]=[CH:20][N:19]=2)[N:3]=[C:2]([NH:34][S:35]([CH2:38][CH2:39][C:40]2[CH:45]=[CH:44][CH:43]=[CH:42][CH:41]=2)(=[O:36])=[O:37])[C:7]=1[O:8][C:9]1[CH:14]=[CH:13][CH:12]=[CH:11][C:10]=1[O:15][CH3:16]. (3) Given the reactants [S:1]1[CH:5]=[CH:4][CH:3]=[C:2]1B(O)O.Br[C:10]1[C:15]([CH2:16][N:17]2[CH:21]=[CH:20][N:19]=[CH:18]2)=[CH:14][CH:13]=[CH:12][N:11]=1, predict the reaction product. The product is: [N:17]1([CH2:16][C:15]2[C:10]([C:2]3[S:1][CH:5]=[CH:4][CH:3]=3)=[N:11][CH:12]=[CH:13][CH:14]=2)[CH:21]=[CH:20][N:19]=[CH:18]1. (4) Given the reactants [CH2:1]([O:8][C:9]([NH:11][C@H:12]([C:19]1[CH:24]=[CH:23][CH:22]=[C:21]([NH:25][C:26]([O:28][CH2:29][CH2:30][C:31]2[CH:36]=[CH:35][C:34]([Br:37])=[CH:33][C:32]=2[CH3:38])=[O:27])[CH:20]=1)[CH2:13][C:14]([O:16][CH2:17][CH3:18])=[O:15])=[O:10])[C:2]1[CH:7]=[CH:6][CH:5]=[CH:4][CH:3]=1.NC1C=C([C@H](NC(OCC2C=CC=CC=2)=O)CC(OCC)=O)C=CC=1.BrC1C=CC(CCO)=C(C)C=1, predict the reaction product. The product is: [CH2:1]([O:8][C:9]([NH:11][C@@H:12]([C:19]1[CH:24]=[CH:23][CH:22]=[C:21]([NH:25][C:26]([O:28][CH2:29][CH2:30][C:31]2[CH:36]=[CH:35][C:34]([Br:37])=[CH:33][C:32]=2[CH3:38])=[O:27])[CH:20]=1)[CH2:13][C:14]([O:16][CH2:17][CH3:18])=[O:15])=[O:10])[C:2]1[CH:3]=[CH:4][CH:5]=[CH:6][CH:7]=1. (5) The product is: [OH:1][C:2]1[CH:7]=[CH:6][C:5]([CH2:8][Br:39])=[CH:4][C:3]=1[N:9]1[N:13]=[C:12]2[CH:14]=[CH:15][C:16]([O:18][C:19]([CH2:22][C:23]([CH3:26])([CH3:25])[CH3:24])([CH3:21])[CH3:20])=[CH:17][C:11]2=[N:10]1. Given the reactants [OH:1][C:2]1[CH:7]=[CH:6][C:5]([CH3:8])=[CH:4][C:3]=1[N:9]1[N:13]=[C:12]2[CH:14]=[CH:15][C:16]([O:18][C:19]([CH2:22][C:23]([CH3:26])([CH3:25])[CH3:24])([CH3:21])[CH3:20])=[CH:17][C:11]2=[N:10]1.N(C(C)(C)C#N)=NC(C)(C)C#N.[Br:39]Br, predict the reaction product. (6) Given the reactants CN(C)[CH:3]=[CH:4][C:5]([C:7]1[CH:8]=[C:9]([N:13]([CH3:21])[C:14]([C:16]2[O:17][CH:18]=[CH:19][CH:20]=2)=[O:15])[CH:10]=[CH:11][CH:12]=1)=O.CN(C)C=CC(C1C=C(NC(C2OC=CC=2)=O)C=CC=1)=O.[O:44]([C:46]1[CH:47]=[C:48]([NH:52][C:53]([NH2:55])=[NH:54])[CH:49]=[CH:50][CH:51]=1)[CH3:45].C[O-].[Na+], predict the reaction product. The product is: [CH3:45][O:44][C:46]1[CH:47]=[C:48]([NH:52][C:53]2[N:55]=[C:5]([C:7]3[CH:8]=[C:9]([NH:13][C:14]([C:16]4[O:17][CH:18]=[CH:19][CH:20]=4)=[O:15])[CH:10]=[CH:11][CH:12]=3)[CH:4]=[CH:3][N:54]=2)[CH:49]=[CH:50][CH:51]=1.[CH3:45][O:44][C:46]1[CH:47]=[C:48]([NH:52][C:53]2[N:55]=[C:5]([C:7]3[CH:8]=[C:9]([N:13]([CH3:21])[C:14]([C:16]4[O:17][CH:18]=[CH:19][CH:20]=4)=[O:15])[CH:10]=[CH:11][CH:12]=3)[CH:4]=[CH:3][N:54]=2)[CH:49]=[CH:50][CH:51]=1. (7) Given the reactants Cl[CH2:2][CH2:3][C:4](Cl)=[O:5].Cl.[NH2:8][CH2:9][CH2:10][O:11][C:12]1[CH:13]=[CH:14][C:15]2[C:16]3[S:25][C:24]([CH2:26][CH2:27][CH3:28])=[N:23][C:17]=3[C:18]([NH2:22])=[N:19][C:20]=2[CH:21]=1.C(N(CC)CC)C.C1CCN2C(=NCCC2)CC1, predict the reaction product. The product is: [NH2:22][C:18]1[C:17]2[N:23]=[C:24]([CH2:26][CH2:27][CH3:28])[S:25][C:16]=2[C:15]2[CH:14]=[CH:13][C:12]([O:11][CH2:10][CH2:9][NH:8][C:4](=[O:5])[CH:3]=[CH2:2])=[CH:21][C:20]=2[N:19]=1.